From a dataset of Catalyst prediction with 721,799 reactions and 888 catalyst types from USPTO. Predict which catalyst facilitates the given reaction. (1) Reactant: [CH2:1]([N:8]1[C:17]2[CH:18]=[C:19]([O:22][CH2:23][C@@H:24]([NH:29]C(=O)OC(C)(C)C)[CH2:25][CH:26]([CH3:28])[CH3:27])[CH:20]=[CH:21][C:16]=2[C:15]2[C:10](=[CH:11][N:12]=[CH:13][CH:14]=2)[C:9]1=[O:37])[C:2]1[CH:7]=[CH:6][CH:5]=[CH:4][CH:3]=1.Cl.C(OCC)C. The catalyst class is: 4. Product: [NH2:29][C@@H:24]([CH2:25][CH:26]([CH3:28])[CH3:27])[CH2:23][O:22][C:19]1[CH:20]=[CH:21][C:16]2[C:15]3[C:10](=[CH:11][N:12]=[CH:13][CH:14]=3)[C:9](=[O:37])[N:8]([CH2:1][C:2]3[CH:7]=[CH:6][CH:5]=[CH:4][CH:3]=3)[C:17]=2[CH:18]=1. (2) Reactant: C(OC([NH:8][C@@H:9]1[CH2:12][C@H:11]([C:13]([NH:15][C@@H:16]([CH2:21][CH:22]([CH3:24])[CH3:23])[C:17]([O:19][CH3:20])=[O:18])=[O:14])[C:10]1([CH3:26])[CH3:25])=O)(C)(C)C.CCN(CC)CC. Product: [NH2:8][C@@H:9]1[CH2:12][C@H:11]([C:13]([NH:15][C@@H:16]([CH2:21][CH:22]([CH3:23])[CH3:24])[C:17]([O:19][CH3:20])=[O:18])=[O:14])[C:10]1([CH3:25])[CH3:26]. The catalyst class is: 137. (3) Reactant: C([O-])(=O)C.[NH4+:5].[CH3:6][O:7][CH2:8][C:9](=O)[CH2:10][C:11]([O:13][CH3:14])=[O:12]. Product: [NH2:5][C:9]([CH2:8][O:7][CH3:6])=[CH:10][C:11]([O:13][CH3:14])=[O:12]. The catalyst class is: 244. (4) Reactant: [C:1]([O:5][C:6](=[O:38])[NH:7][C:8]1([C:12]2[CH:17]=[CH:16][C:15]([C:18]3[C:19](=[O:37])[C:20]4[C:25]([O:26][C:27]=3[C:28]3[CH:33]=[CH:32][CH:31]=[CH:30][CH:29]=3)=[C:24]3[NH:34][N:35]=[CH:36][C:23]3=[CH:22][CH:21]=4)=[CH:14][CH:13]=2)[CH2:11][CH2:10][CH2:9]1)([CH3:4])([CH3:3])[CH3:2].[OH-].[K+].[I:41]I.S([O-])([O-])(=O)=S.[Na+].[Na+]. Product: [C:1]([O:5][C:6](=[O:38])[NH:7][C:8]1([C:12]2[CH:13]=[CH:14][C:15]([C:18]3[C:19](=[O:37])[C:20]4[C:25]([O:26][C:27]=3[C:28]3[CH:29]=[CH:30][CH:31]=[CH:32][CH:33]=3)=[C:24]3[NH:34][N:35]=[C:36]([I:41])[C:23]3=[CH:22][CH:21]=4)=[CH:16][CH:17]=2)[CH2:11][CH2:10][CH2:9]1)([CH3:4])([CH3:2])[CH3:3]. The catalyst class is: 3. (5) Product: [CH3:38][O:37][C:35]([C:19]1[N:18]([CH3:39])[C:17]([C:14]2[CH2:15][CH2:16][NH:11][CH2:12][CH:13]=2)=[C:21]([C:22]2[CH:27]=[CH:26][N:25]=[CH:24][CH:23]=2)[C:20]=1[C:28]1[CH:29]=[CH:30][C:31]([F:34])=[CH:32][CH:33]=1)=[O:36]. The catalyst class is: 29. Reactant: C1(COC([N:11]2[CH2:16][CH:15]=[C:14]([C:17]3[N:18]([CH3:39])[C:19]([C:35]([O:37][CH3:38])=[O:36])=[C:20]([C:28]4[CH:33]=[CH:32][C:31]([F:34])=[CH:30][CH:29]=4)[C:21]=3[C:22]3[CH:27]=[CH:26][N:25]=[CH:24][CH:23]=3)[CH2:13][CH2:12]2)=O)C=CC=CC=1.Cl. (6) Reactant: [C:1]([N:8]1[CH2:13][CH2:12][CH2:11][CH2:10][CH:9]1[C:14]#[N:15])([O:3][C:4]([CH3:7])([CH3:6])[CH3:5])=[O:2].Cl.[NH2:17][OH:18].C(N(CC)CC)C. Product: [NH2:15]/[C:14](=[N:17]\[OH:18])/[CH:9]1[CH2:10][CH2:11][CH2:12][CH2:13][N:8]1[C:1]([O:3][C:4]([CH3:7])([CH3:6])[CH3:5])=[O:2]. The catalyst class is: 8. (7) Reactant: Cl[C:2]1[N:7]=[CH:6][N:5]=[C:4]2[N:8]([CH:11]3[CH2:16][CH2:15][N:14]([C:17]([O:19][C:20]([CH3:23])([CH3:22])[CH3:21])=[O:18])[CH2:13][CH2:12]3)[N:9]=[CH:10][C:3]=12.[NH3:24]. Product: [NH2:24][C:2]1[N:7]=[CH:6][N:5]=[C:4]2[N:8]([CH:11]3[CH2:16][CH2:15][N:14]([C:17]([O:19][C:20]([CH3:23])([CH3:22])[CH3:21])=[O:18])[CH2:13][CH2:12]3)[N:9]=[CH:10][C:3]=12. The catalyst class is: 8.